This data is from Forward reaction prediction with 1.9M reactions from USPTO patents (1976-2016). The task is: Predict the product of the given reaction. (1) Given the reactants [CH2:1]([N:8]([C@H:18]1[CH2:22][O:21][C@@H:20]2[C@H:23]([O:26][Si](C(C)(C)C)(C)C)[CH2:24][O:25][C@H:19]12)[C:9]([NH:11][CH:12]1[CH2:17][CH2:16][CH2:15][CH2:14][CH2:13]1)=[O:10])[C:2]1[CH:7]=[CH:6][CH:5]=[CH:4][CH:3]=1.Cl.[OH-].[Na+], predict the reaction product. The product is: [CH2:1]([N:8]([C@H:18]1[CH2:22][O:21][C@@H:20]2[C@H:23]([OH:26])[CH2:24][O:25][C@H:19]12)[C:9]([NH:11][CH:12]1[CH2:13][CH2:14][CH2:15][CH2:16][CH2:17]1)=[O:10])[C:2]1[CH:7]=[CH:6][CH:5]=[CH:4][CH:3]=1. (2) Given the reactants [NH2:1][C:2]1[CH:6]=[C:5]([C:7]2[CH:12]=[CH:11][C:10]([Cl:13])=[CH:9][CH:8]=2)[S:4][C:3]=1[C:14]([OH:16])=O.[NH2:17][C@H:18]1[CH2:23][CH2:22][CH2:21][N:20]([C:24]([O:26][C:27]([CH3:30])([CH3:29])[CH3:28])=[O:25])[CH2:19]1.CN(C(ON1N=NC2C=CC=NC1=2)=[N+](C)C)C.F[P-](F)(F)(F)(F)F, predict the reaction product. The product is: [NH2:1][C:2]1[CH:6]=[C:5]([C:7]2[CH:8]=[CH:9][C:10]([Cl:13])=[CH:11][CH:12]=2)[S:4][C:3]=1[C:14]([NH:17][C@H:18]1[CH2:23][CH2:22][CH2:21][N:20]([C:24]([O:26][C:27]([CH3:30])([CH3:29])[CH3:28])=[O:25])[CH2:19]1)=[O:16]. (3) The product is: [CH3:6][N:7]1[C:15]2[C:10](=[CH:11][C:12]([S:2]([Cl:1])(=[O:5])=[O:3])=[CH:13][CH:14]=2)[CH2:9][CH2:8]1. Given the reactants [Cl:1][S:2]([OH:5])(=O)=[O:3].[CH3:6][N:7]1[C:15]2[C:10](=[CH:11][CH:12]=[CH:13][CH:14]=2)[CH2:9][CH2:8]1, predict the reaction product.